From a dataset of Forward reaction prediction with 1.9M reactions from USPTO patents (1976-2016). Predict the product of the given reaction. (1) The product is: [F:33][C:34]([F:39])([F:38])[C:35]([OH:37])=[O:36].[CH:1]1([C:4]2[N:8]=[C:7]([CH:9]3[CH2:14][CH:13]([C:15]4[CH:20]=[CH:19][C:18]([O:21][C:22]([F:23])([F:25])[F:24])=[CH:17][CH:16]=4)[CH2:12][NH:11][CH2:10]3)[O:6][N:5]=2)[CH2:2][CH2:3]1. Given the reactants [CH:1]1([C:4]2[N:8]=[C:7]([CH:9]3[CH2:14][CH:13]([C:15]4[CH:20]=[CH:19][C:18]([O:21][C:22]([F:25])([F:24])[F:23])=[CH:17][CH:16]=4)[CH2:12][N:11](C(OC(C)(C)C)=O)[CH2:10]3)[O:6][N:5]=2)[CH2:3][CH2:2]1.[F:33][C:34]([F:39])([F:38])[C:35]([OH:37])=[O:36], predict the reaction product. (2) Given the reactants [OH:1][N:2]=[C:3]([NH2:12])[C:4]1[CH:9]=[CH:8][N:7]=[C:6]([CH2:10][OH:11])[CH:5]=1.Br[C:14]1[CH:23]=[CH:22][C:17]([C:18]([O:20][CH3:21])=O)=[CH:16][C:15]=1[CH2:24]OC.[CH2:27](Cl)[CH2:28]Cl, predict the reaction product. The product is: [CH3:21][O:20][CH2:18][C:17]1[CH:16]=[C:15]([C:24]2[O:1][N:2]=[C:3]([C:4]3[CH:9]=[CH:8][N:7]=[C:6]([CH2:10][OH:11])[CH:5]=3)[N:12]=2)[CH:14]=[CH:23][C:22]=1[C:8]1[CH:9]=[CH:4][CH:5]=[CH:6][C:27]=1[CH3:28]. (3) Given the reactants CON(C)[C:4]([C:6]1[CH:7]=[C:8]([CH3:17])[C:9]2[O:10][CH2:11][C:12](=[O:16])[NH:13][C:14]=2[N:15]=1)=[O:5].[F:19][C:20]1[CH:28]=[CH:27][C:23]([CH2:24][Mg]Cl)=[CH:22][CH:21]=1, predict the reaction product. The product is: [F:19][C:20]1[CH:28]=[CH:27][C:23]([CH2:24][C:4]([C:6]2[CH:7]=[C:8]([CH3:17])[C:9]3[O:10][CH2:11][C:12](=[O:16])[NH:13][C:14]=3[N:15]=2)=[O:5])=[CH:22][CH:21]=1. (4) Given the reactants CS(O[CH2:6][CH2:7][C:8]1[CH:13]=[C:12]([O:14][CH3:15])[C:11]([C:16]#[N:17])=[CH:10][C:9]=1[Cl:18])(=O)=O.C1CCN2C(=NCCC2)CC1.C(OCC)(=O)C.CCCCCC, predict the reaction product. The product is: [Cl:18][C:9]1[CH:10]=[C:11]([C:16]#[N:17])[C:12]([O:14][CH3:15])=[CH:13][C:8]=1[CH:7]=[CH2:6]. (5) Given the reactants Cl[Sn]Cl.[F:4][C:5]1[CH:10]=[C:9]([CH:11]([CH3:22])[C:12]([O:14][CH2:15][C:16]2[CH:21]=[CH:20][CH:19]=[CH:18][CH:17]=2)=[O:13])[CH:8]=[CH:7][C:6]=1[C:23]1[CH:28]=[CH:27][C:26]([N+:29]([O-])=O)=[CH:25][CH:24]=1.C([O-])(O)=O.[Na+], predict the reaction product. The product is: [NH2:29][C:26]1[CH:25]=[CH:24][C:23]([C:6]2[CH:7]=[CH:8][C:9]([CH:11]([CH3:22])[C:12]([O:14][CH2:15][C:16]3[CH:17]=[CH:18][CH:19]=[CH:20][CH:21]=3)=[O:13])=[CH:10][C:5]=2[F:4])=[CH:28][CH:27]=1.